This data is from Reaction yield outcomes from USPTO patents with 853,638 reactions. The task is: Predict the reaction yield, written as a fraction of the theoretical maximum amount of product (1.0 means a 100% yield; for example, 0.34 means a 34% yield). (1) The reactants are [CH2:1]([N:8]1[C:16]2[C:11](=[CH:12][C:13]([C:17]([OH:26])([C:22]([F:25])([F:24])[F:23])[C:18]([F:21])([F:20])[F:19])=[CH:14][CH:15]=2)[CH:10]=[C:9]1[CH2:27]O[Si](C(C)C)(C(C)C)C(C)C)[C:2]1[CH:7]=[CH:6][CH:5]=[CH:4][CH:3]=1. The catalyst is CO.[Pd]. The product is [CH2:1]([N:8]1[C:16]2[C:11](=[CH:12][C:13]([C:17]([OH:26])([C:18]([F:21])([F:19])[F:20])[C:22]([F:23])([F:24])[F:25])=[CH:14][CH:15]=2)[CH:10]=[C:9]1[CH3:27])[C:2]1[CH:3]=[CH:4][CH:5]=[CH:6][CH:7]=1. The yield is 0.930. (2) The reactants are CCN(S(F)(F)[F:7])CC.[C:10]([C:13]1[CH:18]=[CH:17][C:16]([C:19]2[CH:20]=[N:21][C:22]([C:25]([F:28])([F:27])[F:26])=[N:23][CH:24]=2)=[CH:15][C:14]=1[CH2:29][NH:30][C:31]([C@@H:33]1[C@H:37](O)[CH2:36][CH2:35][N:34]1[C:39]([O:41][C:42]([CH3:45])([CH3:44])[CH3:43])=[O:40])=[O:32])(=[O:12])[NH2:11]. The catalyst is ClCCl. The product is [C:10]([C:13]1[CH:18]=[CH:17][C:16]([C:19]2[CH:20]=[N:21][C:22]([C:25]([F:26])([F:27])[F:28])=[N:23][CH:24]=2)=[CH:15][C:14]=1[CH2:29][NH:30][C:31]([C@@H:33]1[C@@H:37]([F:7])[CH2:36][CH2:35][N:34]1[C:39]([O:41][C:42]([CH3:45])([CH3:44])[CH3:43])=[O:40])=[O:32])(=[O:12])[NH2:11]. The yield is 0.540. (3) The reactants are [C:1]1([NH2:8])[CH:6]=[CH:5][C:4]([NH2:7])=[CH:3][CH:2]=1.C(=O)([O-])[O-].[Cs+].[Cs+].Cl[C:16]1[N:17]=[C:18]2[CH:23]=[CH:22][CH:21]=[N:20][N:19]2[C:24]=1[C:25]1[N:30]=[C:29]([CH3:31])[N:28]=[C:27]([NH2:32])[CH:26]=1.O. The catalyst is C1C=CC(/C=C/C(/C=C/C2C=CC=CC=2)=O)=CC=1.C1C=CC(/C=C/C(/C=C/C2C=CC=CC=2)=O)=CC=1.C1C=CC(/C=C/C(/C=C/C2C=CC=CC=2)=O)=CC=1.[Pd].[Pd].CO.CC(O)(C)C. The product is [NH2:32][C:27]1[N:28]=[C:29]([CH3:31])[N:30]=[C:25]([C:24]2[N:19]3[N:20]=[CH:21][CH:22]=[CH:23][C:18]3=[N:17][C:16]=2[NH:7][C:4]2[CH:5]=[CH:6][C:1]([NH2:8])=[CH:2][CH:3]=2)[CH:26]=1. The yield is 0.860. (4) The reactants are [O:1]1[C:10]2[C:5](=[CH:6][CH:7]=[CH:8][CH:9]=2)[CH:4]([O:11][C:12]2[C:20]3[N:19]=[C:18]([CH3:21])[N:17]([CH3:22])[C:16]=3[CH:15]=[C:14]([C:23]([O:25]C)=[O:24])[CH:13]=2)[CH2:3][CH2:2]1.CO.[OH-].[Li+]. The catalyst is O1CCCC1. The product is [O:1]1[C:10]2[C:5](=[CH:6][CH:7]=[CH:8][CH:9]=2)[CH:4]([O:11][C:12]2[C:20]3[N:19]=[C:18]([CH3:21])[N:17]([CH3:22])[C:16]=3[CH:15]=[C:14]([C:23]([OH:25])=[O:24])[CH:13]=2)[CH2:3][CH2:2]1. The yield is 0.890. (5) The reactants are C(O)(=O)C.[Cl:5][C:6]1[CH:19]=[CH:18][C:9]([CH2:10][C:11]2[CH:12]=[C:13]([CH:16]=O)[S:14][CH:15]=2)=[CH:8][CH:7]=1.[S:20]1[CH2:26][C:24](=[O:25])[NH:23][C:21]1=[S:22].C([O-])(=O)C.[Na+]. The catalyst is O. The product is [Cl:5][C:6]1[CH:19]=[CH:18][C:9]([CH2:10][C:11]2[CH:12]=[C:13]([CH:16]=[C:26]3[S:20][C:21](=[S:22])[NH:23][C:24]3=[O:25])[S:14][CH:15]=2)=[CH:8][CH:7]=1. The yield is 0.810. (6) The reactants are [C:1]([O:5][C:6](=[O:20])[CH2:7][C@H:8]([CH2:12][C@H:13]([CH3:19])[CH2:14][CH2:15][CH2:16][CH2:17][CH3:18])[C:9](O)=[O:10])([CH3:4])([CH3:3])[CH3:2]. The catalyst is C1COCC1. The product is [C:1]([O:5][C:6](=[O:20])[CH2:7][C@@H:8]([CH2:9][OH:10])[CH2:12][C@H:13]([CH3:19])[CH2:14][CH2:15][CH2:16][CH2:17][CH3:18])([CH3:2])([CH3:4])[CH3:3]. The yield is 0.680. (7) The reactants are [F:1][C:2]1[CH:3]=[CH:4][C:5]([CH3:25])=[C:6]([NH:8][C:9]2[O:10][C:11]3[CH:17]=[C:16]([CH2:18][C:19]([O:21]CC)=[O:20])[CH:15]=[C:14]([F:24])[C:12]=3[N:13]=2)[CH:7]=1.[OH-].[Na+]. The catalyst is C1COCC1.CO.Cl. The product is [F:1][C:2]1[CH:3]=[CH:4][C:5]([CH3:25])=[C:6]([NH:8][C:9]2[O:10][C:11]3[CH:17]=[C:16]([CH2:18][C:19]([OH:21])=[O:20])[CH:15]=[C:14]([F:24])[C:12]=3[N:13]=2)[CH:7]=1. The yield is 0.830. (8) The reactants are CC1C=[CH:6][C:5]([CH:8]([C:14]2[CH:19]=[CH:18][C:17](C)=[CH:16][CH:15]=2)[C:9](=[O:13])[CH:10]([CH3:12])C)=CC=1.[Li][CH2:22]CCC.Cl[P:27]([CH:34]1[CH2:39][CH2:38][CH2:37][CH2:36][CH2:35]1)[CH:28]1[CH2:33][CH2:32][CH2:31][CH2:30][CH2:29]1. The catalyst is C1COCC1. The product is [CH:28]1([P:27]([CH:34]2[CH2:39][CH2:38][CH2:37][CH2:36][CH2:35]2)[C:19]2[CH:18]=[CH:17][CH:16]=[CH:15][C:14]=2[C:8]2[CH:5]=[CH:6][CH:12]=[CH:10][C:9]=2[O:13][CH3:22])[CH2:33][CH2:32][CH2:31][CH2:30][CH2:29]1. The yield is 0.540.